Task: Predict the product of the given reaction.. Dataset: Forward reaction prediction with 1.9M reactions from USPTO patents (1976-2016) Given the reactants C1C=CC=CC=1.[Cl:7]/[CH:8]=[CH:9]/Cl.[F:11][C:12]([F:22])([F:21])[C:13]1[CH:20]=[CH:19][C:16](C=C)=[CH:15][CH:14]=1, predict the reaction product. The product is: [Cl:7]/[CH:8]=[CH:9]/[C:16]1[CH:19]=[CH:20][C:13]([C:12]([F:22])([F:21])[F:11])=[CH:14][CH:15]=1.